Dataset: Catalyst prediction with 721,799 reactions and 888 catalyst types from USPTO. Task: Predict which catalyst facilitates the given reaction. (1) Reactant: [NH2:1][C:2]1[CH:7]=[CH:6][CH:5]=[CH:4][C:3]=1[N:8]1[CH:12]=[CH:11][C:10]([C:13]([N:15]2[CH2:20][CH2:19][N:18]([C:21]([O:23][C:24]([CH3:27])([CH3:26])[CH3:25])=[O:22])[CH2:17][CH:16]2[CH2:28][C:29]2[CH:34]=[CH:33][CH:32]=[CH:31][CH:30]=2)=[O:14])=[C:9]1[C:35]1[CH:40]=[CH:39][CH:38]=[CH:37][CH:36]=1.C(N(CC)CC)C.ClCCl.[C:51](Cl)(=[O:56])[CH2:52][CH2:53][CH2:54][CH3:55]. Product: [CH2:28]([CH:16]1[N:15]([C:13]([C:10]2[CH:11]=[CH:12][N:8]([C:3]3[CH:4]=[CH:5][CH:6]=[CH:7][C:2]=3[NH:1][C:51](=[O:56])[CH2:52][CH2:53][CH2:54][CH3:55])[C:9]=2[C:35]2[CH:40]=[CH:39][CH:38]=[CH:37][CH:36]=2)=[O:14])[CH2:20][CH2:19][N:18]([C:21]([O:23][C:24]([CH3:26])([CH3:27])[CH3:25])=[O:22])[CH2:17]1)[C:29]1[CH:30]=[CH:31][CH:32]=[CH:33][CH:34]=1. The catalyst class is: 6. (2) The catalyst class is: 431. Reactant: Br[C:2]1[CH:11]=[C:10]2[C:5]([CH2:6][CH2:7][N:8]([C:12](=[O:14])[CH3:13])[CH2:9]2)=[CH:4][CH:3]=1.[CH3:15][C:16]1([CH3:32])[C:20]([CH3:22])([CH3:21])[O:19][B:18]([B:18]2[O:19][C:20]([CH3:22])([CH3:21])[C:16]([CH3:32])([CH3:15])[O:17]2)[O:17]1.CC([O-])=O.[K+]. Product: [CH3:15][C:16]1([CH3:32])[C:20]([CH3:22])([CH3:21])[O:19][B:18]([C:2]2[CH:11]=[C:10]3[C:5]([CH2:6][CH2:7][N:8]([C:12](=[O:14])[CH3:13])[CH2:9]3)=[CH:4][CH:3]=2)[O:17]1.